From a dataset of Full USPTO retrosynthesis dataset with 1.9M reactions from patents (1976-2016). Predict the reactants needed to synthesize the given product. (1) The reactants are: [CH3:1][C:2]1([C:10]([OH:12])=[O:11])[NH:6][CH:5]([C:7]([OH:9])=[O:8])[CH2:4][S:3]1.N[CH:14]([C:17](O)=[O:18])CS. Given the product [C:17]([N:6]1[CH:5]([C:7]([OH:9])=[O:8])[CH2:4][S:3][C:2]1([CH3:1])[C:10]([OH:12])=[O:11])(=[O:18])[CH3:14], predict the reactants needed to synthesize it. (2) Given the product [F:36][C:8]1[CH:9]=[C:10]([N:13]([CH2:20][C:21]2[C:30]([CH3:31])=[C:29]3[C:24]([CH2:25][CH2:26][CH2:27][N:28]3[CH2:32][C:33]([N:38]3[CH2:43][CH2:42][O:41][CH2:40][CH2:39]3)=[O:34])=[CH:23][CH:22]=2)[C:14](=[O:19])[C:15]([F:18])([F:16])[F:17])[CH:11]=[CH:12][C:7]=1[CH2:6][CH2:5][C:4]([O:3][CH2:1][CH3:2])=[O:37], predict the reactants needed to synthesize it. The reactants are: [CH2:1]([O:3][C:4](=[O:37])[CH2:5][CH2:6][C:7]1[CH:12]=[CH:11][C:10]([N:13]([CH2:20][C:21]2[C:30]([CH3:31])=[C:29]3[C:24]([CH2:25][CH2:26][CH2:27][N:28]3[CH2:32][C:33]([O-])=[O:34])=[CH:23][CH:22]=2)[C:14](=[O:19])[C:15]([F:18])([F:17])[F:16])=[CH:9][C:8]=1[F:36])[CH3:2].[NH:38]1[CH2:43][CH2:42][O:41][CH2:40][CH2:39]1.O.ON1C2C=CC=CC=2N=N1.C(N(CC)C(C)C)(C)C.Cl.CN(C)CCCN=C=NCC. (3) Given the product [Br:37][C:36]1[C:35]([OH:38])=[CH:34][C:30]([C:31]([NH:1][C@H:2]([C:24](=[O:26])[NH2:41])[CH2:3][CH2:4][CH2:5][NH:6][C:7]([NH2:8])=[NH:23])=[O:33])=[CH:29][C:28]=1[O:27][CH2:86][CH2:85][C:79]1[CH:80]=[CH:81][C:82]([Cl:84])=[CH:83][C:78]=1[Cl:77], predict the reactants needed to synthesize it. The reactants are: [NH2:1][C@H:2]([C:24]([OH:26])=O)[CH2:3][CH2:4][CH2:5][NH:6][C:7](=[NH:23])[N:8](C(OC(C)(C)C)=O)C(OC(C)(C)C)=O.[OH:27][C:28]1[CH:29]=[C:30]([CH:34]=[C:35]([OH:38])[C:36]=1[Br:37])[C:31]([OH:33])=O.CC(C)[N:41]=C=NC(C)C.C1C=CC2N(O)N=NC=2C=1.C1(P(C2C=CC=CC=2)C2C=CC=CC=2)C=CC=CC=1.[Cl:77][C:78]1[CH:83]=[C:82]([Cl:84])[CH:81]=[CH:80][C:79]=1[CH2:85][CH2:86]O.CC(OC(/N=N/C(OC(C)C)=O)=O)C. (4) Given the product [F:38][C:35]([F:36])([F:37])[C:32]1[CH:33]=[C:34]2[C:29]([CH2:28][CH2:27][CH2:26][N:25]2[CH2:24][C:20]2[CH:19]=[C:18]([C:15]3[CH:14]=[CH:13][C:12]([CH2:11][O:10][C:8]4[CH:7]=[N:6][CH:5]=[C:4]([CH:9]=4)[C:3]([OH:39])=[O:2])=[CH:17][CH:16]=3)[CH:23]=[CH:22][CH:21]=2)=[CH:30][CH:31]=1, predict the reactants needed to synthesize it. The reactants are: C[O:2][C:3](=[O:39])[C:4]1[CH:9]=[C:8]([O:10][CH2:11][C:12]2[CH:17]=[CH:16][C:15]([C:18]3[CH:23]=[CH:22][CH:21]=[C:20]([CH2:24][N:25]4[C:34]5[C:29](=[CH:30][CH:31]=[C:32]([C:35]([F:38])([F:37])[F:36])[CH:33]=5)[CH2:28][CH2:27][CH2:26]4)[CH:19]=3)=[CH:14][CH:13]=2)[CH:7]=[N:6][CH:5]=1.[OH-].[Na+].Cl. (5) Given the product [CH2:11]([N:18]1[CH2:23][CH2:22][CH:21]([C:24](=[O:33])[CH2:25][C:26]2[CH:31]=[CH:30][CH:29]=[CH:28][C:27]=2[F:32])[CH2:20][CH2:19]1)[C:12]1[CH:13]=[CH:14][CH:15]=[CH:16][CH:17]=1, predict the reactants needed to synthesize it. The reactants are: C(Cl)(=O)C(Cl)=O.CS(C)=O.[CH2:11]([N:18]1[CH2:23][CH2:22][CH:21]([CH:24]([OH:33])[CH2:25][C:26]2[CH:31]=[CH:30][CH:29]=[CH:28][C:27]=2[F:32])[CH2:20][CH2:19]1)[C:12]1[CH:17]=[CH:16][CH:15]=[CH:14][CH:13]=1.C(N(CC)CC)C.